Dataset: Full USPTO retrosynthesis dataset with 1.9M reactions from patents (1976-2016). Task: Predict the reactants needed to synthesize the given product. (1) Given the product [NH2:3][C:4]1[CH:5]=[CH:6][C:7]([C:10]([NH2:11])=[O:2])=[N:8][CH:9]=1, predict the reactants needed to synthesize it. The reactants are: C[OH:2].[NH2:3][C:4]1[CH:5]=[CH:6][C:7]([C:10]#[N:11])=[N:8][CH:9]=1. (2) Given the product [Br:1][C:2]1[CH:3]=[C:4]2[N:10]=[C:9]([C:11]3[CH:31]=[CH:30][C:14]([O:15][CH2:16][CH2:17][CH2:18][NH2:19])=[CH:13][CH:12]=3)[NH:8][C:5]2=[N:6][CH:7]=1, predict the reactants needed to synthesize it. The reactants are: [Br:1][C:2]1[CH:3]=[C:4]2[N:10]=[C:9]([C:11]3[CH:31]=[CH:30][C:14]([O:15][CH2:16][CH2:17][CH2:18][N:19]4C(=O)C5C(=CC=CC=5)C4=O)=[CH:13][CH:12]=3)[NH:8][C:5]2=[N:6][CH:7]=1.CN. (3) Given the product [C:1]([O:5][C:6](=[O:21])[CH2:7][CH2:8][N:9]([CH2:10][C:11]1[CH:12]=[CH:13][C:14]([C:17]([CH3:20])([CH3:19])[CH3:18])=[CH:15][CH:16]=1)[C:31]([C:29]1[CH:28]=[CH:27][CH:26]=[C:25]2[C:30]=1[NH:22][CH:23]=[CH:24]2)=[O:32])([CH3:3])([CH3:4])[CH3:2], predict the reactants needed to synthesize it. The reactants are: [C:1]([O:5][C:6](=[O:21])[CH2:7][CH2:8][NH:9][CH2:10][C:11]1[CH:16]=[CH:15][C:14]([C:17]([CH3:20])([CH3:19])[CH3:18])=[CH:13][CH:12]=1)([CH3:4])([CH3:3])[CH3:2].[NH:22]1[C:30]2[C:25](=[CH:26][CH:27]=[CH:28][C:29]=2[C:31](O)=[O:32])[CH:24]=[CH:23]1.CCN=C=NCCCN(C)C.Cl. (4) Given the product [C:1]([O:5][C:6]([N:8]1[C:16]2[C:11](=[C:12]([CH:28]=[O:29])[CH:13]=[CH:14][CH:15]=2)[CH:10]=[CH:9]1)=[O:7])([CH3:2])([CH3:3])[CH3:4], predict the reactants needed to synthesize it. The reactants are: [C:1]([O:5][C:6]([N:8]1[C:16]2[C:11](=[CH:12][CH:13]=[C:14](C=O)[CH:15]=2)[CH:10]=[CH:9]1)=[O:7])([CH3:4])([CH3:3])[CH3:2].N1C2C=CC=C([CH:28]=[O:29])C=2C=C1.C(OC(OC(OC(C)(C)C)=O)=O)(C)(C)C. (5) Given the product [CH3:1][O:2][C:3]([C:5]1[CH:13]=[C:12]2[C:8]([CH:9]=[CH:10][N:11]2[C:15]2[CH:19]=[CH:18][S:17][CH:16]=2)=[CH:7][CH:6]=1)=[O:4], predict the reactants needed to synthesize it. The reactants are: [CH3:1][O:2][C:3]([C:5]1[CH:13]=[C:12]2[C:8]([CH:9]=[CH:10][NH:11]2)=[CH:7][CH:6]=1)=[O:4].Br[C:15]1[CH:19]=[CH:18][S:17][CH:16]=1.C(=O)([O-])[O-].[K+].[K+].C1(N)CCCCC1N. (6) Given the product [Cl:1][C:2]1[CH:7]=[CH:6][C:5]([Cl:8])=[CH:4][C:3]=1[S:9]([N:12]([C@@H:13]1[CH2:17][CH2:16][N:15]([C:18]#[N:60])[CH2:14]1)[CH2:31][C:32]1[CH:37]=[CH:36][CH:35]=[CH:34][CH:33]=1)(=[O:10])=[O:11], predict the reactants needed to synthesize it. The reactants are: [Cl:1][C:2]1[CH:7]=[CH:6][C:5]([Cl:8])=[CH:4][C:3]=1[S:9]([NH:12][C@@H:13]1[CH2:17][CH2:16][N:15]([C:18](OC(C)(C)C)=O)[CH2:14]1)(=[O:11])=[O:10].C([O-])([O-])=O.[K+].[K+].[CH2:31](Br)[C:32]1[CH:37]=[CH:36][CH:35]=[CH:34][CH:33]=1.C1C=CC(P(C2C=CC=CC=2)C2C=CC=CC=2)=CC=1.CC[N:60](C(C)C)C(C)C.BrC#N.C(O)C(N)(CO)CO. (7) Given the product [N:8]1([CH2:9][C:10]2[CH:19]=[C:14]([F:13])[C:15]([C:22]3[CH:44]=[CH:43][C:25]([C:26]([NH:28][C:29]4[CH:34]=[CH:33][CH:32]=[CH:31][C:30]=4[NH:35][C:36](=[O:42])[O:37][C:38]([CH3:41])([CH3:39])[CH3:40])=[O:27])=[CH:24][CH:23]=3)=[N:16][CH:17]=2)[CH2:6][CH2:12][CH2:11]1, predict the reactants needed to synthesize it. The reactants are: CS(Cl)(=O)=O.[CH2:6]([N:8]([CH2:11][CH3:12])[CH2:9][CH3:10])C.[F:13][C:14]1[C:15]([C:22]2[CH:44]=[CH:43][C:25]([C:26]([NH:28][C:29]3[CH:34]=[CH:33][CH:32]=[CH:31][C:30]=3[NH:35][C:36](=[O:42])[O:37][C:38]([CH3:41])([CH3:40])[CH3:39])=[O:27])=[CH:24][CH:23]=2)=[N:16][CH:17]=C(CO)[CH:19]=1.N1CCC1. (8) Given the product [CH2:14]([CH:10]1[CH2:11][CH2:12][C:13]1([O:8][C:5]1[CH:6]=[CH:7][C:2]([Cl:1])=[CH:3][CH:4]=1)[C:19]([OH:20])=[O:22])[CH3:25], predict the reactants needed to synthesize it. The reactants are: [Cl:1][C:2]1[CH:7]=[CH:6][C:5]([OH:8])=[CH:4][CH:3]=1.Br[C:10]1([C:14](OCC)=O)[CH2:13][CH2:12][CH2:11]1.[C:19](=[O:22])([O-])[O-:20].[K+].[K+].[CH3:25]N(C=O)C.